From a dataset of Full USPTO retrosynthesis dataset with 1.9M reactions from patents (1976-2016). Predict the reactants needed to synthesize the given product. (1) Given the product [F:1][C:2]1[CH:24]=[C:23]([F:25])[CH:22]=[CH:21][C:3]=1[O:4][C:5]1[C:18](=[O:19])[N:17]([CH3:20])[C:8]2[N:9]=[C:10]([NH:26][CH:27]3[CH2:28][CH2:29][N:30]([C:33]([O:35][CH2:36][CH3:37])=[O:34])[CH2:31][CH2:32]3)[N:11]=[CH:12][C:7]=2[CH:6]=1, predict the reactants needed to synthesize it. The reactants are: [F:1][C:2]1[CH:24]=[C:23]([F:25])[CH:22]=[CH:21][C:3]=1[O:4][C:5]1[C:18](=[O:19])[N:17]([CH3:20])[C:8]2[N:9]=[C:10](S(C)(=O)=O)[N:11]=[CH:12][C:7]=2[CH:6]=1.[NH2:26][CH:27]1[CH2:32][CH2:31][N:30]([C:33]([O:35][CH2:36][CH3:37])=[O:34])[CH2:29][CH2:28]1.O. (2) Given the product [O:1]1[C:5]2([CH2:10][CH2:9][C:8]([C:11]3[N:16]=[C:15]([NH:17][CH3:20])[CH:14]=[CH:13][CH:12]=3)=[CH:7][CH2:6]2)[O:4][CH2:3][CH2:2]1, predict the reactants needed to synthesize it. The reactants are: [O:1]1[C:5]2([CH2:10][CH2:9][C:8]([C:11]3[N:16]=[C:15]([NH2:17])[CH:14]=[CH:13][CH:12]=3)=[CH:7][CH2:6]2)[O:4][CH2:3][CH2:2]1.[H-].[Na+].[CH3:20]I.CO. (3) Given the product [CH:12]1([O:21][C:4]2[CH:3]=[CH:2][CH:10]=[C:9]3[C:5]=2[CH2:6][O:7][C:8]3=[O:11])[CH2:17][CH2:16][CH2:15][CH2:14][CH2:13]1, predict the reactants needed to synthesize it. The reactants are: O[C:2]1[CH:10]=[C:9]2[C:5]([CH2:6][O:7][C:8]2=[O:11])=[CH:4][CH:3]=1.[CH:12]1(Br)[CH2:17][CH2:16][CH2:15][CH2:14][CH2:13]1.CS(C)=[O:21]. (4) The reactants are: [Cl:1][C:2]1[CH:7]=[CH:6][CH:5]=[CH:4][C:3]=1[N:8]1[C:17](=[O:18])[C:16]2[C:11](=[CH:12][CH:13]=[C:14]([F:19])[CH:15]=2)[N:10]=[C:9]1[CH:20]=O.[NH2:22][C:23]1[CH:28]=[CH:27][CH:26]=[C:25]([CH3:29])[N:24]=1.C(O)=O.C(=O)(O)[O-].[Na+]. Given the product [Cl:1][C:2]1[CH:7]=[CH:6][CH:5]=[CH:4][C:3]=1[N:8]1[C:17](=[O:18])[C:16]2[C:11](=[CH:12][CH:13]=[C:14]([F:19])[CH:15]=2)[N:10]=[C:9]1[CH2:20][NH:22][C:23]1[CH:28]=[CH:27][CH:26]=[C:25]([CH3:29])[N:24]=1, predict the reactants needed to synthesize it. (5) Given the product [CH2:13]([O:15][C:16](=[O:22])[C:17](=[O:18])[CH2:2][C:1]([C:4]1[O:5][CH:6]=[CH:7][CH:8]=1)=[O:3])[CH3:14], predict the reactants needed to synthesize it. The reactants are: [C:1]([C:4]1[O:5][CH:6]=[CH:7][CH:8]=1)(=[O:3])[CH3:2].[O-]CC.[Na+].[CH2:13]([O:15][C:16](=[O:22])[C:17](OCC)=[O:18])[CH3:14]. (6) Given the product [CH2:16]([N:10]1[C:9](=[O:23])[C:8]2[C:7]([C:24]#[N:25])=[N:6][C:5]([C:3]([NH:26][CH2:27][C:28]([OH:30])=[O:29])=[O:4])=[C:14]([OH:15])[C:13]=2[CH:12]=[CH:11]1)[C:17]1[CH:22]=[CH:21][CH:20]=[CH:19][CH:18]=1, predict the reactants needed to synthesize it. The reactants are: CO[C:3]([C:5]1[N:6]=[C:7]([C:24]#[N:25])[C:8]2[C:9](=[O:23])[N:10]([CH2:16][C:17]3[CH:22]=[CH:21][CH:20]=[CH:19][CH:18]=3)[CH:11]=[CH:12][C:13]=2[C:14]=1[OH:15])=[O:4].[NH2:26][CH2:27][C:28]([OH:30])=[O:29].C[O-].[Na+].